Dataset: Catalyst prediction with 721,799 reactions and 888 catalyst types from USPTO. Task: Predict which catalyst facilitates the given reaction. (1) Reactant: [N+:1]([C:4]1[CH:21]=[CH:20][C:7]2[S:8][CH2:9][C:10](=S)[N:11]([CH:12]([CH3:18])[C:13](OCC)=[O:14])[C:6]=2[CH:5]=1)([O-:3])=[O:2].O.[NH2:23][NH2:24]. Product: [CH3:18][CH:12]1[C:13](=[O:14])[NH:24][N:23]=[C:10]2[CH2:9][S:8][C:7]3[CH:20]=[CH:21][C:4]([N+:1]([O-:3])=[O:2])=[CH:5][C:6]=3[N:11]12. The catalyst class is: 14. (2) Reactant: C(N(CC)CC)C.Cl[C:9]1[C:18]2[C:13](=[CH:14][CH:15]=[CH:16][CH:17]=2)[N:12]=[CH:11][N:10]=1.[NH:19]1[CH2:29][CH2:28][CH:22]([C:23]([O:25][CH2:26][CH3:27])=[O:24])[CH2:21][CH2:20]1. Product: [CH2:26]([O:25][C:23]([CH:22]1[CH2:28][CH2:29][N:19]([C:9]2[C:18]3[C:13](=[CH:14][CH:15]=[CH:16][CH:17]=3)[N:12]=[CH:11][N:10]=2)[CH2:20][CH2:21]1)=[O:24])[CH3:27]. The catalyst class is: 1. (3) Reactant: [CH2:1]([NH:3][C:4]([C:6]1[CH:11]=[CH:10][C:9]([N:12]2[C:16]([CH2:17][O:18][C:19]3[CH:24]=[CH:23][CH:22]=[C:21]([F:25])[CH:20]=3)=[C:15]([C:26]([NH:28][CH2:29][CH2:30][OH:31])=[O:27])[N:14]=[N:13]2)=[CH:8][CH:7]=1)=[O:5])[CH3:2].[CH3:32][N:33]([CH3:38])[CH2:34][C:35](O)=[O:36].CCN=C=NCCCN(C)C.O. Product: [CH3:32][N:33]([CH3:38])[CH2:34][C:35]([O:31][CH2:30][CH2:29][NH:28][C:26]([C:15]1[N:14]=[N:13][N:12]([C:9]2[CH:8]=[CH:7][C:6]([C:4]([NH:3][CH2:1][CH3:2])=[O:5])=[CH:11][CH:10]=2)[C:16]=1[CH2:17][O:18][C:19]1[CH:24]=[CH:23][CH:22]=[C:21]([F:25])[CH:20]=1)=[O:27])=[O:36]. The catalyst class is: 17.